This data is from Forward reaction prediction with 1.9M reactions from USPTO patents (1976-2016). The task is: Predict the product of the given reaction. (1) Given the reactants F[C:2]1[CH:7]=[CH:6][C:5]([N+:8]([O-:10])=[O:9])=[CH:4][CH:3]=1.[CH2:11]([O:13][C:14]([CH:16]1[CH2:20][CH:19]([OH:21])[CH2:18][NH:17]1)=[O:15])[CH3:12].C(=O)(O)[O-].[Na+].O, predict the reaction product. The product is: [CH2:11]([O:13][C:14]([CH:16]1[CH2:20][CH:19]([OH:21])[CH2:18][N:17]1[C:2]1[CH:7]=[CH:6][C:5]([N+:8]([O-:10])=[O:9])=[CH:4][CH:3]=1)=[O:15])[CH3:12]. (2) Given the reactants [C:1]([C:5]1[CH:10]=[CH:9][C:8]([NH:11][C:12](=[O:28])[C:13]2[CH:18]=[CH:17][C:16]([C:19]3[C:24]([N+:25]([O-])=O)=[CH:23][CH:22]=[CH:21][N:20]=3)=[CH:15][CH:14]=2)=[CH:7][CH:6]=1)([CH3:4])([CH3:3])[CH3:2], predict the reaction product. The product is: [NH2:25][C:24]1[C:19]([C:16]2[CH:15]=[CH:14][C:13]([C:12]([NH:11][C:8]3[CH:9]=[CH:10][C:5]([C:1]([CH3:2])([CH3:3])[CH3:4])=[CH:6][CH:7]=3)=[O:28])=[CH:18][CH:17]=2)=[N:20][CH:21]=[CH:22][CH:23]=1. (3) Given the reactants [Cl:1][C:2]1[C:3]([F:45])=[C:4]([C@@H:8]2[C@:12]([C:15]3[CH:20]=[CH:19][C:18]([Cl:21])=[CH:17][C:16]=3[F:22])([C:13]#[N:14])[C@H:11]([CH2:23][C:24]([CH3:27])([CH3:26])[CH3:25])[NH:10][C@H:9]2[C:28]([NH:30][C:31]2[CH:39]=[CH:38][C:34]([C:35]([OH:37])=[O:36])=[CH:33][C:32]=2OC(F)(F)F)=[O:29])[CH:5]=[CH:6][CH:7]=1.[CH:46](=O)[CH:47]([CH3:49])[CH3:48].C[C:52](O)=[O:53].[C:55](O[BH-](OC(=O)C)OC(=O)C)(=O)C.[Na+], predict the reaction product. The product is: [CH3:55][O:37][C:35](=[O:36])[C:34]1[CH:38]=[CH:39][C:31]([N:30]2[C:28](=[O:29])[C@H:9]3[C@H:8]([C:4]4[CH:5]=[CH:6][CH:7]=[C:2]([Cl:1])[C:3]=4[F:45])[C@:12]([C:15]4[CH:20]=[CH:19][C:18]([Cl:21])=[CH:17][C:16]=4[F:22])([C:13]#[N:14])[C@H:11]([CH2:23][C:24]([CH3:26])([CH3:25])[CH3:27])[N:10]3[C@@H:46]2[CH:47]([CH3:49])[CH3:48])=[CH:32][C:33]=1[O:53][CH3:52]. (4) Given the reactants Br.Br[CH2:3][C:4]([C:6]1[CH:7]=[N:8][CH:9]=[CH:10][CH:11]=1)=[O:5].[CH3:12][O:13][C:14](=[O:23])[C:15]1[CH:20]=[CH:19][C:18]([CH3:21])=[C:17]([NH2:22])[CH:16]=1.C([O-])(O)=O.[Na+], predict the reaction product. The product is: [CH3:12][O:13][C:14](=[O:23])[C:15]1[CH:20]=[CH:19][C:18]([CH3:21])=[C:17]([NH:22][CH2:3][C:4](=[O:5])[C:6]2[CH:7]=[N:8][CH:9]=[CH:10][CH:11]=2)[CH:16]=1. (5) Given the reactants [Cl:1][C:2]1[CH:8]=[C:7]([O:9][C:10]2[C:19]3[C:14](=[CH:15][C:16]([O:22][CH3:23])=[C:17]([O:20][CH3:21])[CH:18]=3)[N:13]=[CH:12][CH:11]=2)[CH:6]=[CH:5][C:3]=1[NH2:4].C(N(CC)CC)C.ClC(Cl)(O[C:35](=[O:41])OC(Cl)(Cl)Cl)Cl.[CH2:43]([N:45]([C:49]1[CH:54]=[CH:53][CH:52]=[C:51]([CH3:55])[CH:50]=1)[CH2:46][CH2:47][NH2:48])[CH3:44], predict the reaction product. The product is: [Cl:1][C:2]1[CH:8]=[C:7]([O:9][C:10]2[C:19]3[C:14](=[CH:15][C:16]([O:22][CH3:23])=[C:17]([O:20][CH3:21])[CH:18]=3)[N:13]=[CH:12][CH:11]=2)[CH:6]=[CH:5][C:3]=1[NH:4][C:35]([NH:48][CH2:47][CH2:46][N:45]([CH2:43][CH3:44])[C:49]1[CH:54]=[CH:53][CH:52]=[C:51]([CH3:55])[CH:50]=1)=[O:41].